This data is from Full USPTO retrosynthesis dataset with 1.9M reactions from patents (1976-2016). The task is: Predict the reactants needed to synthesize the given product. Given the product [OH:4][C:5]1[CH:14]=[C:13]2[C:8]([CH:9]=[C:10]([C:15]3[CH:20]=[CH:19][CH:18]=[C:17]([O:21][CH3:22])[CH:16]=3)[CH2:11][O:12]2)=[CH:7][CH:6]=1, predict the reactants needed to synthesize it. The reactants are: C([O:4][C:5]1[CH:14]=[C:13]2[C:8]([CH:9]=[C:10]([C:15]3[CH:20]=[CH:19][CH:18]=[C:17]([O:21][CH3:22])[CH:16]=3)[CH2:11][O:12]2)=[CH:7][CH:6]=1)(=O)C.N1C=CN=C1.O1C2C(=CC=C(O)C=2)C=C(C2C=CC(O)=CC=2)C1.